Predict the product of the given reaction. From a dataset of Forward reaction prediction with 1.9M reactions from USPTO patents (1976-2016). (1) Given the reactants C[O:2][C:3]([C:5]1[CH:14]=[C:13]([O:15][CH2:16][C:17](=[O:31])[NH:18][C:19]2[CH:24]=[CH:23][CH:22]=[C:21]([CH2:25][C:26]([O:28]CC)=[O:27])[CH:20]=2)[C:12]2[C:7](=[CH:8][C:9]([Cl:32])=[CH:10][CH:11]=2)[CH:6]=1)=[O:4].[Li+].[OH-], predict the reaction product. The product is: [C:26]([CH2:25][C:21]1[CH:20]=[C:19]([NH:18][C:17]([CH2:16][O:15][C:13]2[C:12]3[C:7](=[CH:8][C:9]([Cl:32])=[CH:10][CH:11]=3)[CH:6]=[C:5]([C:3]([OH:4])=[O:2])[CH:14]=2)=[O:31])[CH:24]=[CH:23][CH:22]=1)([OH:28])=[O:27]. (2) Given the reactants [CH3:1][O:2][C:3]([C:5]1[S:6][C:7]([C:11]#[C:12][C:13]([CH3:16])([CH3:15])[CH3:14])=[CH:8][C:9]=1Br)=[O:4].[NH2:17][C:18]1[C:19](=[O:25])[N:20]([CH3:24])[CH:21]=[CH:22][CH:23]=1.C([O-])([O-])=O.[Cs+].[Cs+], predict the reaction product. The product is: [CH3:14][C:13]([CH3:16])([CH3:15])[C:12]#[C:11][C:7]1[S:6][C:5]([C:3]([O:2][CH3:1])=[O:4])=[C:9]([NH:17][C:18]2[C:19](=[O:25])[N:20]([CH3:24])[CH:21]=[CH:22][CH:23]=2)[CH:8]=1. (3) Given the reactants [Cl:1][C:2]1[CH:3]=[CH:4][C:5]2[NH:11][C:10](=O)[C@@H:9]([CH2:13][C:14]([O:16][CH2:17][CH3:18])=[O:15])[S:8][C@H:7]([C:19]3[CH:24]=[CH:23][CH:22]=[C:21]([Cl:25])[C:20]=3[Cl:26])[C:6]=2[CH:27]=1.COC1C=CC(P2(SP(C3C=CC(OC)=CC=3)(=S)S2)=[S:37])=CC=1, predict the reaction product. The product is: [Cl:1][C:2]1[CH:3]=[CH:4][C:5]2[NH:11][C:10](=[S:37])[C@@H:9]([CH2:13][C:14]([O:16][CH2:17][CH3:18])=[O:15])[S:8][C@H:7]([C:19]3[CH:24]=[CH:23][CH:22]=[C:21]([Cl:25])[C:20]=3[Cl:26])[C:6]=2[CH:27]=1. (4) Given the reactants [C:1]([C:5]1[CH:6]=[C:7]([N:15]2[CH:19]=[C:18]([C:20]([O:22][CH2:23][CH3:24])=[O:21])[C:17]([CH3:25])=[C:16]2[C:26](O)=[O:27])[CH:8]=[C:9]([C:11]2([CH3:14])[CH2:13][CH2:12]2)[CH:10]=1)([CH3:4])([CH3:3])[CH3:2].[NH:29]1[CH2:34][CH2:33][CH2:32][CH2:31][CH2:30]1.CN(C(ON1N=NC2C=CC=NC1=2)=[N+](C)C)C.F[P-](F)(F)(F)(F)F, predict the reaction product. The product is: [C:1]([C:5]1[CH:6]=[C:7]([N:15]2[C:16]([C:26]([N:29]3[CH2:34][CH2:33][CH2:32][CH2:31][CH2:30]3)=[O:27])=[C:17]([CH3:25])[C:18]([C:20]([O:22][CH2:23][CH3:24])=[O:21])=[CH:19]2)[CH:8]=[C:9]([C:11]2([CH3:14])[CH2:13][CH2:12]2)[CH:10]=1)([CH3:3])([CH3:4])[CH3:2]. (5) Given the reactants [Cl:1][CH2:2][CH2:3][CH2:4][C:5]([NH:7][C@@H:8]1[CH2:13][CH2:12][CH2:11][N:10]([C:14]2[N:15]=[N:16][C:17]([C:35]([NH2:37])=[O:36])=[C:18]([NH:20][C:21]3[CH:26]=[CH:25][C:24]([C:27]([N:29]4[CH2:34][CH2:33][O:32][CH2:31][CH2:30]4)=[O:28])=[CH:23][CH:22]=3)[N:19]=2)[CH2:9]1)=[O:6].[H-].[Na+].C(O)(C(F)(F)F)=O, predict the reaction product. The product is: [N:29]1([C:27]([C:24]2[CH:25]=[CH:26][C:21]([NH:20][C:18]3[N:19]=[C:14]([N:10]4[CH2:11][CH2:12][CH2:13][C@@H:8]([N:7]5[CH2:2][CH2:3][CH2:4][C:5]5=[O:6])[CH2:9]4)[N:15]=[N:16][C:17]=3[C:35]([NH2:37])=[O:36])=[CH:22][CH:23]=2)=[O:28])[CH2:34][CH2:33][O:32][CH2:31][CH2:30]1.[ClH:1].